This data is from Forward reaction prediction with 1.9M reactions from USPTO patents (1976-2016). The task is: Predict the product of the given reaction. (1) Given the reactants [H-].[Na+].[F:3][C:4]1[CH:5]=[C:6]2[C:10](=[CH:11][CH:12]=1)[NH:9][CH:8]=[C:7]2[CH3:13].[NH2:14]OS(O)(=O)=O, predict the reaction product. The product is: [F:3][C:4]1[CH:5]=[C:6]2[C:10](=[CH:11][CH:12]=1)[N:9]([NH2:14])[CH:8]=[C:7]2[CH3:13]. (2) The product is: [CH3:17][O:16][C:9]1[C:10]([O:14][CH3:15])=[C:11]([O:12][CH3:13])[C:5]2[S:4][C:3]([CH2:2][N:18]3[CH2:24][CH2:23][CH2:22][N:21]([CH2:2][C:3]4[S:4][C:5]5[C:11]([O:12][CH3:13])=[C:10]([O:14][CH3:15])[C:9]([O:16][CH3:17])=[CH:8][C:6]=5[N:7]=4)[CH2:20][CH2:19]3)=[N:7][C:6]=2[CH:8]=1. Given the reactants Cl[CH2:2][C:3]1[S:4][C:5]2[C:11]([O:12][CH3:13])=[C:10]([O:14][CH3:15])[C:9]([O:16][CH3:17])=[CH:8][C:6]=2[N:7]=1.[NH:18]1[CH2:24][CH2:23][CH2:22][NH:21][CH2:20][CH2:19]1, predict the reaction product. (3) Given the reactants [F:1][C:2]1[CH:7]=[CH:6][C:5]([F:8])=[CH:4][C:3]=1[C:9]1[N:10]=[C:11]2[N:15]([C:16]=1[C:17]1[N:18]=[N:19][C:20]([NH:23][NH2:24])=[CH:21][CH:22]=1)[CH:14]=[CH:13][O:12]2.F[C:26]1C=CC(F)=[CH:28][C:27]=1[C:33](=O)C.O1C=CN=[C:37]1N.C1C(=O)N(I)C(=O)C1.ClN1C=CC(I)=CN1.O.NN.CC(C)(C)C=O.C(O)(=O)C.C(O)(=O)C.IC1C=CC=CC=1, predict the reaction product. The product is: [C:27]([C:33]1[N:19]2[N:18]=[C:17]([C:16]3[N:15]4[C:11]([O:12][CH:13]=[CH:14]4)=[N:10][C:9]=3[C:3]3[CH:4]=[C:5]([F:8])[CH:6]=[CH:7][C:2]=3[F:1])[CH:22]=[CH:21][C:20]2=[N:23][N:24]=1)([CH3:37])([CH3:28])[CH3:26]. (4) Given the reactants C[O:2][C:3]([C:5]1[C:6]([CH3:22])=[C:7]([CH:10]2[CH2:14][CH2:13][N:12]([C:15]([O:17][C:18]([CH3:21])([CH3:20])[CH3:19])=[O:16])[CH2:11]2)[S:8][CH:9]=1)=[O:4].[OH-].[Na+], predict the reaction product. The product is: [C:18]([O:17][C:15]([N:12]1[CH2:13][CH2:14][CH:10]([C:7]2[S:8][CH:9]=[C:5]([C:3]([OH:4])=[O:2])[C:6]=2[CH3:22])[CH2:11]1)=[O:16])([CH3:21])([CH3:20])[CH3:19]. (5) Given the reactants Cl[C:2]1[N:24]=[C:5]2[C:6]([NH:10][CH2:11][C:12]3[CH:17]=[CH:16][CH:15]=[CH:14][C:13]=3[N:18]([CH3:23])[S:19]([CH3:22])(=[O:21])=[O:20])=[CH:7][CH:8]=[CH:9][N:4]2[N:3]=1.[CH3:25][N:26]1[CH2:31][CH2:30][N:29]([C:32]2[CH:37]=[N:36][CH:35]=[C:34]([NH2:38])[N:33]=2)[CH2:28][CH2:27]1, predict the reaction product. The product is: [CH3:23][N:18]([C:13]1[CH:14]=[CH:15][CH:16]=[CH:17][C:12]=1[CH2:11][NH:10][C:6]1[C:5]2[N:4]([N:3]=[C:2]([NH:38][C:34]3[N:33]=[C:32]([N:29]4[CH2:30][CH2:31][N:26]([CH3:25])[CH2:27][CH2:28]4)[CH:37]=[N:36][CH:35]=3)[N:24]=2)[CH:9]=[CH:8][CH:7]=1)[S:19]([CH3:22])(=[O:21])=[O:20]. (6) The product is: [Cl:1][C:2]1[CH:7]=[CH:6][C:5]([N:8]2[CH2:13][CH2:12][O:11][CH2:10][CH2:9]2)=[CH:4][C:3]=1[N:14]1[CH2:19][CH2:18][NH:17][CH2:16][C:15]1=[O:27]. Given the reactants [Cl:1][C:2]1[CH:7]=[CH:6][C:5]([N:8]2[CH2:13][CH2:12][O:11][CH2:10][CH2:9]2)=[CH:4][C:3]=1[N:14]1[CH2:19][CH2:18][N:17](C(OC(C)(C)C)=O)[CH2:16][C:15]1=[O:27].FC(F)(F)C(O)=O, predict the reaction product. (7) Given the reactants [CH2:1]1[C:13]2[NH:12][C:11]3[C:6](=[CH:7][CH:8]=[CH:9][CH:10]=3)[C:5]=2[CH2:4][CH2:3][NH:2]1.Br[CH2:15][CH2:16][CH2:17][Cl:18], predict the reaction product. The product is: [Cl:18][CH2:17][CH2:16][CH2:15][N:2]1[CH2:3][CH2:4][C:5]2[C:6]3[C:11](=[CH:10][CH:9]=[CH:8][CH:7]=3)[NH:12][C:13]=2[CH2:1]1.